Dataset: Retrosynthesis with 50K atom-mapped reactions and 10 reaction types from USPTO. Task: Predict the reactants needed to synthesize the given product. (1) Given the product COC(=O)CCc1cnoc1-c1ccc(Cl)c(Cl)c1, predict the reactants needed to synthesize it. The reactants are: CO.O=C(O)CCc1cnoc1-c1ccc(Cl)c(Cl)c1. (2) Given the product O=C(O)c1cnc(-c2ccc(F)c(F)c2)nc1NCCc1ccccn1, predict the reactants needed to synthesize it. The reactants are: CCOC(=O)c1cnc(-c2ccc(F)c(F)c2)nc1NCCc1ccccn1. (3) The reactants are: CC(C)COc1c(C#N)c(-c2ccc(Cl)cc2Cl)cn2c(Br)cnc12.OB(O)c1ccc(F)nc1. Given the product CC(C)COc1c(C#N)c(-c2ccc(Cl)cc2Cl)cn2c(-c3ccc(F)nc3)cnc12, predict the reactants needed to synthesize it. (4) Given the product COc1ccc([C@@H]2Sc3cc(Cl)ccc3N(CCN(C)Cc3ccccc3)C(=O)[C@@H]2OC(C)=O)cc1, predict the reactants needed to synthesize it. The reactants are: CN(CCCl)Cc1ccccc1.COc1ccc([C@@H]2Sc3cc(Cl)ccc3NC(=O)[C@@H]2OC(C)=O)cc1. (5) Given the product COc1ccc2c(O[C@@H]3C[C@H]4C(=O)N[C@]5(C(=O)O)C[C@H]5CCCCCC[C@H](NC(=O)OC(C)(C)C)C(=O)N4C3)cc(-c3ccccc3)nc2c1, predict the reactants needed to synthesize it. The reactants are: COc1ccc2c(O[C@@H]3C[C@H]4C(=O)N[C@]5(C(=O)O)C[C@H]5C=CCCCC[C@H](NC(=O)OC(C)(C)C)C(=O)N4C3)cc(-c3ccccc3)nc2c1.